This data is from Full USPTO retrosynthesis dataset with 1.9M reactions from patents (1976-2016). The task is: Predict the reactants needed to synthesize the given product. (1) Given the product [Cl:1][C:2]1[CH:7]=[C:6]2[NH:8][C:9](=[O:39])[C:10]3([CH:15]([C:16]4[CH:21]=[C:20]([Cl:22])[CH:19]=[CH:18][C:17]=4[O:23][C:24]([C:27](=[O:29])[NH:72][O:71][CH3:70])([CH3:26])[CH3:25])[CH2:14][C:13](=[O:30])[NH:12][CH:11]3[C:31]3[CH:36]=[C:35]([F:37])[CH:34]=[CH:33][C:32]=3[CH3:38])[C:5]2=[CH:4][CH:3]=1, predict the reactants needed to synthesize it. The reactants are: [Cl:1][C:2]1[CH:7]=[C:6]2[NH:8][C:9](=[O:39])[C:10]3([CH:15]([C:16]4[CH:21]=[C:20]([Cl:22])[CH:19]=[CH:18][C:17]=4[O:23][C:24]([C:27]([OH:29])=O)([CH3:26])[CH3:25])[CH2:14][C:13](=[O:30])[NH:12][CH:11]3[C:31]3[CH:36]=[C:35]([F:37])[CH:34]=[CH:33][C:32]=3[CH3:38])[C:5]2=[CH:4][CH:3]=1.CCN=C=NCCCN(C)C.C1C=CC2N(O)N=NC=2C=1.CCN(C(C)C)C(C)C.[CH3:70][O:71][NH3+:72].[Cl-]. (2) Given the product [Br-:21].[C:17]([C:14]1[CH:15]=[CH:16][C:11]([C@H:10]2[N:9]3[C:22](=[O:25])[NH:23][N:24]=[C:8]3[N:7]([C:26]3[CH:31]=[CH:30][CH:29]=[C:28]([C:32]([F:34])([F:33])[F:35])[CH:27]=3)[C:6]([CH3:36])=[C:5]2[C:3]([O:2][CH3:1])=[O:4])=[C:12]([CH2:19][CH2:20][N+:38]([CH3:40])([CH3:39])[CH3:37])[CH:13]=1)#[N:18], predict the reactants needed to synthesize it. The reactants are: [CH3:1][O:2][C:3]([C:5]1[C@@H:10]([C:11]2[CH:16]=[CH:15][C:14]([C:17]#[N:18])=[CH:13][C:12]=2[CH2:19][CH2:20][Br:21])[N:9]2[C:22](=[O:25])[NH:23][N:24]=[C:8]2[N:7]([C:26]2[CH:31]=[CH:30][CH:29]=[C:28]([C:32]([F:35])([F:34])[F:33])[CH:27]=2)[C:6]=1[CH3:36])=[O:4].[CH3:37][N:38]([CH3:40])[CH3:39]. (3) The reactants are: [CH:1]12[CH2:7][CH:4]([CH:5]=[CH:6]1)[CH2:3][CH:2]2[CH2:8]O.C(N(CC)CC)C.[Cl-].[C:18]([O:21]CC)(=[O:20])[CH3:19]. Given the product [CH:1]12[CH2:7][CH:4]([CH:3]=[CH:2]1)[CH2:5][CH2:6]2.[CH3:8][C:2]1[CH:3]=[CH:4][CH:5]=[CH:6][C:1]=1[CH:7]=[CH:19][C:18]([O-:21])=[O:20], predict the reactants needed to synthesize it. (4) Given the product [CH3:1][O:2][C:3]([C:5]1([CH2:17][N:18]([CH3:19])[CH3:20])[CH2:9][CH2:8][NH:7][CH2:6]1)=[O:4], predict the reactants needed to synthesize it. The reactants are: [CH3:1][O:2][C:3]([C:5]1([CH2:17][N:18]([CH3:20])[CH3:19])[CH2:9][CH2:8][N:7](CC2C=CC=CC=2)[CH2:6]1)=[O:4].[H][H]. (5) Given the product [O:39]=[C:34]1[CH2:33][C:32]2[C:36](=[CH:37][CH:38]=[C:30]([C:28]3[S:29][C:25]([C:9]4[CH:10]=[C:11]([NH:15][C:16](=[O:22])[O:17][C:18]([CH3:19])([CH3:20])[CH3:21])[CH:12]=[N:13][CH:14]=4)=[CH:26][CH:27]=3)[CH:31]=2)[NH:35]1, predict the reactants needed to synthesize it. The reactants are: CC1(C)C(C)(C)OB([C:9]2[CH:10]=[C:11]([NH:15][C:16](=[O:22])[O:17][C:18]([CH3:21])([CH3:20])[CH3:19])[CH:12]=[N:13][CH:14]=2)O1.I[C:25]1[S:29][C:28]([C:30]2[CH:31]=[C:32]3[C:36](=[CH:37][CH:38]=2)[NH:35][C:34](=[O:39])[CH2:33]3)=[CH:27][CH:26]=1. (6) Given the product [Br:1][C:2]1[CH:10]=[CH:9][C:5]2[N:6]([CH:13]3[CH2:14][CH2:15][CH2:16][CH2:17][O:12]3)[CH:7]=[N:8][C:4]=2[C:3]=1[CH3:11], predict the reactants needed to synthesize it. The reactants are: [Br:1][C:2]1[CH:10]=[CH:9][C:5]2[NH:6][CH:7]=[N:8][C:4]=2[C:3]=1[CH3:11].[O:12]1[CH:17]=[CH:16][CH2:15][CH2:14][CH2:13]1.CC1C=CC(S(O)(=O)=O)=CC=1.O. (7) Given the product [CH3:20][N:21]([CH2:22][CH:23]([C:25]1[CH:30]=[CH:29][CH:28]=[CH:27][CH:26]=1)[OH:24])[CH2:8][C:6]1[CH:5]=[CH:4][C:3]([C:10]2[CH:15]=[CH:14][CH:13]=[CH:12][C:11]=2[C:16]([F:17])([F:18])[F:19])=[C:2]([CH3:1])[CH:7]=1, predict the reactants needed to synthesize it. The reactants are: [CH3:1][C:2]1[CH:7]=[C:6]([CH:8]=O)[CH:5]=[CH:4][C:3]=1[C:10]1[CH:15]=[CH:14][CH:13]=[CH:12][C:11]=1[C:16]([F:19])([F:18])[F:17].[CH3:20][NH:21][CH2:22][CH:23]([C:25]1[CH:30]=[CH:29][CH:28]=[CH:27][CH:26]=1)[OH:24].[BH-](OC(C)=O)(OC(C)=O)OC(C)=O.[Na+].